Dataset: Forward reaction prediction with 1.9M reactions from USPTO patents (1976-2016). Task: Predict the product of the given reaction. (1) Given the reactants [NH2:1][C:2]1[CH:7]=[C:6]([CH3:8])[CH:5]=[C:4]([CH3:9])[C:3]=1[OH:10].C(OCC)(=O)C.C(=O)([O-])O.[Na+].[Cl:22][C@@H:23]([C@@H:27]([CH3:30])[CH2:28][CH3:29])[C:24](Cl)=[O:25], predict the reaction product. The product is: [Cl:22][C@@H:23]([C@@H:27]([CH3:30])[CH2:28][CH3:29])[C:24]([NH:1][C:2]1[CH:7]=[C:6]([CH3:8])[CH:5]=[C:4]([CH3:9])[C:3]=1[OH:10])=[O:25]. (2) Given the reactants C([N:4]1[C:8]2[CH:9]=[N:10][C:11]3[CH:12]=[CH:13][C:14](Br)=[CH:15][C:16]=3[C:7]=2[C:6]([C:18]2[CH:23]=[CH:22][C:21]([C:24]([CH3:28])([CH3:27])[C:25]#[N:26])=[CH:20][CH:19]=2)=[N:5]1)(=O)C.[N+:29]([C:32]1[CH:33]=[C:34](B(O)O)[CH:35]=[CH:36][CH:37]=1)([O-:31])=[O:30].C([O-])([O-])=O.[Na+].[Na+], predict the reaction product. The product is: [N+:29]([C:32]1[CH:37]=[C:36]([C:14]2[CH:13]=[CH:12][C:11]3[N:10]=[CH:9][C:8]4[NH:4][N:5]=[C:6]([C:18]5[CH:19]=[CH:20][C:21]([C:24]([CH3:27])([CH3:28])[C:25]#[N:26])=[CH:22][CH:23]=5)[C:7]=4[C:16]=3[CH:15]=2)[CH:35]=[CH:34][CH:33]=1)([O-:31])=[O:30]. (3) The product is: [CH3:13][N:14]1[C:22]2[C:17](=[CH:18][C:19]([O:23][C:2]3[N:3]=[C:4]([OH:12])[C:5]4[CH:11]=[CH:10][N:9]=[CH:8][C:6]=4[N:7]=3)=[CH:20][CH:21]=2)[CH:16]=[CH:15]1. Given the reactants Cl[C:2]1[N:3]=[C:4]([OH:12])[C:5]2[CH:11]=[CH:10][N:9]=[CH:8][C:6]=2[N:7]=1.[CH3:13][N:14]1[C:22]2[C:17](=[CH:18][C:19]([OH:23])=[CH:20][CH:21]=2)[CH:16]=[CH:15]1, predict the reaction product. (4) Given the reactants [N+:1]([C:4]1[CH:9]=[CH:8][C:7]([N:10]2[CH2:15][CH2:14][CH:13]([NH:16][C:17](=[O:23])[O:18][C:19]([CH3:22])([CH3:21])[CH3:20])[CH2:12][CH2:11]2)=[CH:6][CH:5]=1)([O-])=O.CCO.[H][H], predict the reaction product. The product is: [NH2:1][C:4]1[CH:9]=[CH:8][C:7]([N:10]2[CH2:15][CH2:14][CH:13]([NH:16][C:17](=[O:23])[O:18][C:19]([CH3:21])([CH3:20])[CH3:22])[CH2:12][CH2:11]2)=[CH:6][CH:5]=1. (5) Given the reactants [NH2:1][CH2:2][CH2:3][NH:4][CH2:5][CH2:6][NH:7][C:8]([O:10][C:11]([CH3:14])([CH3:13])[CH3:12])=[O:9].CS[C:17](SC)=[CH:18][N+:19]([O-:21])=[O:20].C(N(CC)CC)C, predict the reaction product. The product is: [C:11]([O:10][C:8]([NH:7][CH2:6][CH2:5][N:4]1[CH2:3][CH2:2][NH:1][C:17]1=[CH:18][N+:19]([O-:21])=[O:20])=[O:9])([CH3:14])([CH3:13])[CH3:12]. (6) Given the reactants [F:1][C:2]1[CH:7]=[C:6](F)[C:5]([N+:9]([O-:11])=[O:10])=[CH:4][C:3]=1[S:12]([NH:15][CH3:16])(=[O:14])=[O:13].Cl.[CH3:18][NH:19][CH3:20].C(N(CC)CC)C.Cl, predict the reaction product. The product is: [CH3:18][N:19]([CH3:20])[C:6]1[C:5]([N+:9]([O-:11])=[O:10])=[CH:4][C:3]([S:12]([NH:15][CH3:16])(=[O:14])=[O:13])=[C:2]([F:1])[CH:7]=1.